This data is from Catalyst prediction with 721,799 reactions and 888 catalyst types from USPTO. The task is: Predict which catalyst facilitates the given reaction. Reactant: [C:9](O[C:9]([O:11][C:12]([CH3:15])([CH3:14])[CH3:13])=[O:10])([O:11][C:12]([CH3:15])([CH3:14])[CH3:13])=[O:10].[I:16][C:17]1[C:25]2[C:20](=[CH:21][C:22]([N+:35]([O-:37])=[O:36])=[C:23]([NH:26][CH2:27][CH2:28][N:29]3[CH2:34][CH2:33][O:32][CH2:31][CH2:30]3)[CH:24]=2)[NH:19][N:18]=1. Product: [I:16][C:17]1[C:25]2[C:20](=[CH:21][C:22]([N+:35]([O-:37])=[O:36])=[C:23]([NH:26][CH2:27][CH2:28][N:29]3[CH2:34][CH2:33][O:32][CH2:31][CH2:30]3)[CH:24]=2)[N:19]([C:9]([O:11][C:12]([CH3:13])([CH3:14])[CH3:15])=[O:10])[N:18]=1. The catalyst class is: 840.